From a dataset of Serine/threonine kinase 33 screen with 319,792 compounds. Binary Classification. Given a drug SMILES string, predict its activity (active/inactive) in a high-throughput screening assay against a specified biological target. The drug is o1c2c(c(C(=O)c3ccc(OC)cc3)c1)cc(O)cc2. The result is 0 (inactive).